From a dataset of Full USPTO retrosynthesis dataset with 1.9M reactions from patents (1976-2016). Predict the reactants needed to synthesize the given product. (1) The reactants are: C([N:8]1[CH2:12][CH2:11][CH:10]([N:13]2[CH2:18][CH2:17][CH:16]([CH3:19])[CH2:15][CH2:14]2)[CH2:9]1)C1C=CC=CC=1.[H][H]. Given the product [CH3:19][CH:16]1[CH2:17][CH2:18][N:13]([CH:10]2[CH2:11][CH2:12][NH:8][CH2:9]2)[CH2:14][CH2:15]1, predict the reactants needed to synthesize it. (2) Given the product [Cl:3][C:4]1[CH:34]=[CH:33][CH:32]=[C:31]([Cl:35])[C:5]=1[C:6]([NH:8][C@H:9]([C:27]([OH:29])=[O:28])[CH2:10][C:11]1[CH:16]=[CH:15][C:14]([O:17][CH2:18][CH2:19][NH:20][C:21]2[CH:26]=[CH:25][CH:24]=[CH:23][N:22]=2)=[CH:13][CH:12]=1)=[O:7], predict the reactants needed to synthesize it. The reactants are: [Li+].[OH-].[Cl:3][C:4]1[CH:34]=[CH:33][CH:32]=[C:31]([Cl:35])[C:5]=1[C:6]([NH:8][C@H:9]([C:27]([O:29]C)=[O:28])[CH2:10][C:11]1[CH:16]=[CH:15][C:14]([O:17][CH2:18][CH2:19][NH:20][C:21]2[CH:26]=[CH:25][CH:24]=[CH:23][N:22]=2)=[CH:13][CH:12]=1)=[O:7]. (3) Given the product [CH3:1][C@H:2]1[N:7]([CH2:27][C:24]2[CH:25]=[CH:26][N:21]=[CH:22][CH:23]=2)[CH2:6][CH2:5][N:4]([C:8]2[CH:9]=[CH:10][C:11]3[N:12]([C:14]([C:17]([F:18])([F:20])[F:19])=[N:15][N:16]=3)[N:13]=2)[CH2:3]1, predict the reactants needed to synthesize it. The reactants are: [CH3:1][C@H:2]1[NH:7][CH2:6][CH2:5][N:4]([C:8]2[CH:9]=[CH:10][C:11]3[N:12]([C:14]([C:17]([F:20])([F:19])[F:18])=[N:15][N:16]=3)[N:13]=2)[CH2:3]1.[N:21]1[CH:26]=[CH:25][C:24]([CH:27]=O)=[CH:23][CH:22]=1. (4) Given the product [CH3:23][O:24][C:25]1[C:45]([O:46][CH3:47])=[CH:44][CH:43]=[CH:42][C:26]=1[C@@H:27]([CH:29]1[CH2:30][CH2:31][NH:32][CH2:33][CH2:34]1)[OH:28], predict the reactants needed to synthesize it. The reactants are: B(Cl)([C@@H]1[C@@H](C)[C@@H]2C(C)(C)[C@@H](C2)C1)[C@@H]1[C@@H](C)[C@@H]2C(C)(C)[C@@H](C2)C1.[CH3:23][O:24][C:25]1[C:45]([O:46][CH3:47])=[CH:44][CH:43]=[CH:42][C:26]=1[C:27]([CH:29]1[CH2:34][CH2:33][N:32](C(OC(C)(C)C)=O)[CH2:31][CH2:30]1)=[O:28].N(CCO)CCO.[OH-].[Na+].